From a dataset of Full USPTO retrosynthesis dataset with 1.9M reactions from patents (1976-2016). Predict the reactants needed to synthesize the given product. (1) Given the product [F:1][C:2]1[CH:36]=[CH:35][C:5]([CH2:6][NH:7][C:8]([C:10]2[N:11]=[C:12]3[N:24]([CH3:25])[C:23](=[O:26])[N:22]([CH2:27][CH2:28][N:29]4[CH2:34][CH2:33][O:32][CH2:31][CH2:30]4)[C:14]4=[CH:15][CH:16]=[N:17][C:18]([C:19]=2[OH:20])=[C:13]34)=[O:9])=[CH:4][CH:3]=1, predict the reactants needed to synthesize it. The reactants are: [F:1][C:2]1[CH:36]=[CH:35][C:5]([CH2:6][NH:7][C:8]([C:10]2[N:11]=[C:12]3[N:24]([CH3:25])[C:23](=[O:26])[N:22]([CH2:27][CH2:28][N:29]4[CH2:34][CH2:33][O:32][CH2:31][CH2:30]4)[C:14]4=[CH:15][CH:16]=[N:17][C:18]([C:19]=2[O:20]C)=[C:13]34)=[O:9])=[CH:4][CH:3]=1.B(Br)(Br)Br. (2) Given the product [CH:10]1[C:11]2[CH:12]([CH2:14][O:15][C:16](=[O:17])[NH:18][C:19]([C:20](=[O:21])[NH:58][C@H:59]([CH2:80][O:81][CH2:82][C:83]3[CH:84]=[CH:85][C:86]([O:89][CH3:90])=[CH:87][CH:88]=3)[C:60]([N:62]3[CH2:79][CH2:78][CH2:77][C:64]4([C:68](=[O:69])[N:67]([CH3:70])[CH2:66][CH:65]4[C:71]4[CH:72]=[CH:73][CH:74]=[CH:75][CH:76]=4)[CH2:63]3)=[O:61])([CH3:24])[CH3:23])[C:13]3[C:5](=[CH:4][CH:3]=[CH:2][CH:1]=3)[C:6]=2[CH:7]=[CH:8][CH:9]=1, predict the reactants needed to synthesize it. The reactants are: [CH:1]1[C:13]2[CH:12]([CH2:14][O:15][C:16]([NH:18][C:19]([CH3:24])([CH3:23])[C:20](O)=[O:21])=[O:17])[C:11]3[C:6](=[CH:7][CH:8]=[CH:9][CH:10]=3)[C:5]=2[CH:4]=[CH:3][CH:2]=1.CCN(C(C)C)C(C)C.CN(C(ON1N=NC2C=CC=NC1=2)=[N+](C)C)C.F[P-](F)(F)(F)(F)F.[NH2:58][C@H:59]([CH2:80][O:81][CH2:82][C:83]1[CH:88]=[CH:87][C:86]([O:89][CH3:90])=[CH:85][CH:84]=1)[C:60]([N:62]1[CH2:79][CH2:78][CH2:77][C:64]2([C:68](=[O:69])[N:67]([CH3:70])[CH2:66][CH:65]2[C:71]2[CH:76]=[CH:75][CH:74]=[CH:73][CH:72]=2)[CH2:63]1)=[O:61]. (3) Given the product [CH3:1][C:2]([CH3:18])([CH3:17])[CH2:3][O:4][C:5]([C:6]1[CH:11]=[CH:10][C:9]([C:12]([F:13])([F:14])[F:15])=[CH:8][C:7]=1[B:23]([OH:24])[OH:22])=[O:16], predict the reactants needed to synthesize it. The reactants are: [CH3:1][C:2]([CH3:18])([CH3:17])[CH2:3][O:4][C:5](=[O:16])[C:6]1[CH:11]=[CH:10][C:9]([C:12]([F:15])([F:14])[F:13])=[CH:8][CH:7]=1.C([O:22][B:23](OC(C)C)[O:24]C(C)C)(C)C.C([N-]C(C)C)(C)C.[Li+]. (4) Given the product [Cl:18][CH2:19][C:20]([NH:1][C:2]1[CH:17]=[CH:16][C:5]([CH2:6][CH2:7][NH:8][C:9](=[O:15])[O:10][C:11]([CH3:14])([CH3:12])[CH3:13])=[CH:4][CH:3]=1)=[O:21], predict the reactants needed to synthesize it. The reactants are: [NH2:1][C:2]1[CH:17]=[CH:16][C:5]([CH2:6][CH2:7][NH:8][C:9](=[O:15])[O:10][C:11]([CH3:14])([CH3:13])[CH3:12])=[CH:4][CH:3]=1.[Cl:18][CH2:19][C:20](Cl)=[O:21]. (5) Given the product [C:23]([C:27]1[CH:31]=[C:30]([NH:32][C:33]([NH:19][C:18]2[CH:20]=[CH:21][CH:22]=[C:16]([O:15][C:6]3[C:5]4[C:10](=[CH:11][C:12]([O:13][CH3:14])=[C:3]([O:2][CH3:1])[CH:4]=4)[N:9]=[CH:8][N:7]=3)[CH:17]=2)=[O:34])[N:29]([C:42]2[CH:43]=[CH:44][C:45]([C:48]#[N:49])=[CH:46][CH:47]=2)[N:28]=1)([CH3:26])([CH3:24])[CH3:25], predict the reactants needed to synthesize it. The reactants are: [CH3:1][O:2][C:3]1[CH:4]=[C:5]2[C:10](=[CH:11][C:12]=1[O:13][CH3:14])[N:9]=[CH:8][N:7]=[C:6]2[O:15][C:16]1[CH:17]=[C:18]([CH:20]=[CH:21][CH:22]=1)[NH2:19].[C:23]([C:27]1[CH:31]=[C:30]([NH:32][C:33](=O)[O:34]C2C=CC=CC=2)[N:29]([C:42]2[CH:47]=[CH:46][C:45]([C:48]#[N:49])=[CH:44][CH:43]=2)[N:28]=1)([CH3:26])([CH3:25])[CH3:24]. (6) Given the product [F:39][C:2]([F:1])([F:38])[C:3]1[CH:4]=[C:5]([C@H:13]2[O:17][C:16](=[O:18])[N:15]([CH2:19][C:20]3[CH:25]=[C:24]([C:26]([F:28])([F:29])[F:27])[CH:23]=[CH:22][C:21]=3[C:30]3[S:31][CH:32]=[C:33]([CH:35]([OH:36])[CH3:40])[N:34]=3)[C@H:14]2[CH3:37])[CH:6]=[C:7]([C:9]([F:12])([F:11])[F:10])[CH:8]=1, predict the reactants needed to synthesize it. The reactants are: [F:1][C:2]([F:39])([F:38])[C:3]1[CH:4]=[C:5]([C@H:13]2[O:17][C:16](=[O:18])[N:15]([CH2:19][C:20]3[CH:25]=[C:24]([C:26]([F:29])([F:28])[F:27])[CH:23]=[CH:22][C:21]=3[C:30]3[S:31][CH:32]=[C:33]([CH:35]=[O:36])[N:34]=3)[C@H:14]2[CH3:37])[CH:6]=[C:7]([C:9]([F:12])([F:11])[F:10])[CH:8]=1.[CH3:40][Mg+].[Br-].